This data is from Reaction yield outcomes from USPTO patents with 853,638 reactions. The task is: Predict the reaction yield, written as a fraction of the theoretical maximum amount of product (1.0 means a 100% yield; for example, 0.34 means a 34% yield). (1) The reactants are [N:1]12[CH2:8][CH2:7][C:4]([C:9]([C:17]3[CH:22]=[CH:21][CH:20]=[CH:19][CH:18]=3)([C:11]3[CH:16]=[CH:15][CH:14]=[CH:13][CH:12]=3)[OH:10])([CH2:5][CH2:6]1)[CH2:3][CH2:2]2.[Br:23][CH2:24][CH2:25][CH2:26][C:27]([O:29][CH2:30][CH3:31])=[O:28]. The catalyst is CC#N. The product is [Br-:23].[CH2:30]([O:29][C:27](=[O:28])[CH2:26][CH2:25][CH2:24][N+:1]12[CH2:6][CH2:5][C:4]([C:9]([OH:10])([C:17]3[CH:22]=[CH:21][CH:20]=[CH:19][CH:18]=3)[C:11]3[CH:12]=[CH:13][CH:14]=[CH:15][CH:16]=3)([CH2:3][CH2:2]1)[CH2:7][CH2:8]2)[CH3:31]. The yield is 0.579. (2) The reactants are [C:1](Cl)(=O)[C:2](Cl)=[O:3].[CH3:7][N:8]1[C:16]2[C:11](=[CH:12][CH:13]=[CH:14][CH:15]=2)[CH:10]=[CH:9]1.[CH3:17][C:18]1([CH3:35])[O:22][C@H:21]([CH2:23][O:24][C:25]2[CH:26]=[C:27]([CH2:31][C:32]([OH:34])=[O:33])[CH:28]=[CH:29][CH:30]=2)[CH2:20][O:19]1.CCN(CC)CC. The product is [CH3:7][N:8]1[C:16]2[C:11](=[CH:12][CH:13]=[CH:14][CH:15]=2)[C:10]([C:1]2[C:2](=[O:3])[O:33][C:32](=[O:34])[C:31]=2[C:27]2[CH:28]=[CH:29][CH:30]=[C:25]([O:24][CH2:23][C@@H:21]3[CH2:20][O:19][C:18]([CH3:35])([CH3:17])[O:22]3)[CH:26]=2)=[CH:9]1. The yield is 0.270. The catalyst is C(OCC)C.ClCCl. (3) The reactants are [CH3:1][O:2][C:3](=[O:17])[C:4]1[CH:9]=[CH:8][C:7]([F:10])=[C:6]([O:11][CH2:12][CH2:13][C:14]([OH:16])=O)[CH:5]=1.P(Cl)(Cl)(Cl)(Cl)Cl.[Al+3].[Cl-].[Cl-].[Cl-]. The catalyst is C(Cl)Cl.[Cl-].[Na+].O. The product is [CH3:1][O:2][C:3]([C:4]1[C:5]2[C:14](=[O:16])[CH2:13][CH2:12][O:11][C:6]=2[C:7]([F:10])=[CH:8][CH:9]=1)=[O:17]. The yield is 1.00.